From a dataset of Reaction yield outcomes from USPTO patents with 853,638 reactions. Predict the reaction yield, written as a fraction of the theoretical maximum amount of product (1.0 means a 100% yield; for example, 0.34 means a 34% yield). The reactants are [C:1]([N:4]1[C:13]2[C:8](=[C:9]([O:15][C:16]3[CH:23]=[CH:22][CH:21]=[CH:20][C:17]=3[C:18]#[N:19])[C:10](Br)=[CH:11][CH:12]=2)[CH2:7][CH2:6][C@@H:5]1[CH3:24])(=[O:3])[CH3:2].[CH3:25][N:26]1[CH2:31][CH2:30][CH:29]([N:32]2[CH:36]=[C:35](B3OC(C)(C)C(C)(C)O3)[CH:34]=[N:33]2)[CH2:28][CH2:27]1.C(=O)([O-])[O-].[Cs+].[Cs+]. The catalyst is CC(C1C=C(C(C)C)C(C2C=CC=C(P(C3CCCCC3)C3CCCCC3)C=2)=C(C(C)C)C=1)C.C1C=[C-]C(C2C(N)=CC=CC=2)=CC=1.Cl[Pd+].O1CCOCC1.O. The product is [C:1]([N:4]1[C:13]2[C:8](=[C:9]([O:15][C:16]3[CH:23]=[CH:22][CH:21]=[CH:20][C:17]=3[C:18]#[N:19])[C:10]([C:35]3[CH:34]=[N:33][N:32]([CH:29]4[CH2:30][CH2:31][N:26]([CH3:25])[CH2:27][CH2:28]4)[CH:36]=3)=[CH:11][CH:12]=2)[CH2:7][CH2:6][C@@H:5]1[CH3:24])(=[O:3])[CH3:2]. The yield is 0.820.